Dataset: NCI-60 drug combinations with 297,098 pairs across 59 cell lines. Task: Regression. Given two drug SMILES strings and cell line genomic features, predict the synergy score measuring deviation from expected non-interaction effect. (1) Drug 1: CN(CCCl)CCCl.Cl. Drug 2: C1C(C(OC1N2C=NC3=C2NC=NCC3O)CO)O. Cell line: SF-268. Synergy scores: CSS=5.74, Synergy_ZIP=-0.712, Synergy_Bliss=1.86, Synergy_Loewe=-0.599, Synergy_HSA=-0.250. (2) Drug 2: CNC(=O)C1=NC=CC(=C1)OC2=CC=C(C=C2)NC(=O)NC3=CC(=C(C=C3)Cl)C(F)(F)F. Drug 1: CCCS(=O)(=O)NC1=C(C(=C(C=C1)F)C(=O)C2=CNC3=C2C=C(C=N3)C4=CC=C(C=C4)Cl)F. Cell line: SK-MEL-5. Synergy scores: CSS=33.7, Synergy_ZIP=-7.22, Synergy_Bliss=-8.63, Synergy_Loewe=-17.1, Synergy_HSA=-7.50. (3) Drug 1: C1=NNC2=C1C(=O)NC=N2. Drug 2: CC1C(C(CC(O1)OC2CC(CC3=C2C(=C4C(=C3O)C(=O)C5=C(C4=O)C(=CC=C5)OC)O)(C(=O)CO)O)N)O.Cl. Cell line: MDA-MB-435. Synergy scores: CSS=44.9, Synergy_ZIP=-0.691, Synergy_Bliss=0.944, Synergy_Loewe=-32.1, Synergy_HSA=1.81. (4) Drug 1: CC(C)NC(=O)C1=CC=C(C=C1)CNNC.Cl. Drug 2: CC(C)CN1C=NC2=C1C3=CC=CC=C3N=C2N. Cell line: SNB-19. Synergy scores: CSS=-2.89, Synergy_ZIP=1.97, Synergy_Bliss=2.16, Synergy_Loewe=-4.23, Synergy_HSA=-2.72. (5) Drug 1: CC12CCC3C(C1CCC2=O)CC(=C)C4=CC(=O)C=CC34C. Drug 2: COCCOC1=C(C=C2C(=C1)C(=NC=N2)NC3=CC=CC(=C3)C#C)OCCOC.Cl. Cell line: HT29. Synergy scores: CSS=23.9, Synergy_ZIP=5.10, Synergy_Bliss=6.72, Synergy_Loewe=5.35, Synergy_HSA=4.81.